Dataset: NCI-60 drug combinations with 297,098 pairs across 59 cell lines. Task: Regression. Given two drug SMILES strings and cell line genomic features, predict the synergy score measuring deviation from expected non-interaction effect. (1) Drug 1: CN1CCC(CC1)COC2=C(C=C3C(=C2)N=CN=C3NC4=C(C=C(C=C4)Br)F)OC. Drug 2: C1CC(=O)NC(=O)C1N2CC3=C(C2=O)C=CC=C3N. Cell line: IGROV1. Synergy scores: CSS=60.4, Synergy_ZIP=-1.89, Synergy_Bliss=-0.813, Synergy_Loewe=-22.5, Synergy_HSA=1.52. (2) Drug 1: C1=NC2=C(N1)C(=S)N=CN2. Drug 2: C1CNP(=O)(OC1)N(CCCl)CCCl. Cell line: SN12C. Synergy scores: CSS=22.8, Synergy_ZIP=-7.08, Synergy_Bliss=-2.81, Synergy_Loewe=-26.3, Synergy_HSA=-1.88. (3) Drug 1: CC1=C(N=C(N=C1N)C(CC(=O)N)NCC(C(=O)N)N)C(=O)NC(C(C2=CN=CN2)OC3C(C(C(C(O3)CO)O)O)OC4C(C(C(C(O4)CO)O)OC(=O)N)O)C(=O)NC(C)C(C(C)C(=O)NC(C(C)O)C(=O)NCCC5=NC(=CS5)C6=NC(=CS6)C(=O)NCCC[S+](C)C)O. Drug 2: N.N.Cl[Pt+2]Cl. Cell line: NCI-H522. Synergy scores: CSS=67.6, Synergy_ZIP=-2.92, Synergy_Bliss=-3.15, Synergy_Loewe=1.88, Synergy_HSA=3.52.